This data is from Peptide-MHC class I binding affinity with 185,985 pairs from IEDB/IMGT. The task is: Regression. Given a peptide amino acid sequence and an MHC pseudo amino acid sequence, predict their binding affinity value. This is MHC class I binding data. (1) The peptide sequence is VPRENATAF. The MHC is HLA-A02:01 with pseudo-sequence HLA-A02:01. The binding affinity (normalized) is 0.0847. (2) The peptide sequence is AFLIGANYL. The MHC is HLA-A24:02 with pseudo-sequence HLA-A24:02. The binding affinity (normalized) is 0.00785.